From a dataset of NCI-60 drug combinations with 297,098 pairs across 59 cell lines. Regression. Given two drug SMILES strings and cell line genomic features, predict the synergy score measuring deviation from expected non-interaction effect. (1) Drug 1: C1CN1P(=S)(N2CC2)N3CC3. Drug 2: CCN(CC)CCNC(=O)C1=C(NC(=C1C)C=C2C3=C(C=CC(=C3)F)NC2=O)C. Cell line: M14. Synergy scores: CSS=8.26, Synergy_ZIP=-4.32, Synergy_Bliss=-3.97, Synergy_Loewe=-5.36, Synergy_HSA=-3.59. (2) Drug 1: C1=C(C(=O)NC(=O)N1)N(CCCl)CCCl. Drug 2: CNC(=O)C1=NC=CC(=C1)OC2=CC=C(C=C2)NC(=O)NC3=CC(=C(C=C3)Cl)C(F)(F)F. Cell line: HL-60(TB). Synergy scores: CSS=78.0, Synergy_ZIP=4.82, Synergy_Bliss=4.92, Synergy_Loewe=1.92, Synergy_HSA=5.54. (3) Drug 1: CC(CN1CC(=O)NC(=O)C1)N2CC(=O)NC(=O)C2. Drug 2: CC1=C(N=C(N=C1N)C(CC(=O)N)NCC(C(=O)N)N)C(=O)NC(C(C2=CN=CN2)OC3C(C(C(C(O3)CO)O)O)OC4C(C(C(C(O4)CO)O)OC(=O)N)O)C(=O)NC(C)C(C(C)C(=O)NC(C(C)O)C(=O)NCCC5=NC(=CS5)C6=NC(=CS6)C(=O)NCCC[S+](C)C)O. Cell line: SF-295. Synergy scores: CSS=44.0, Synergy_ZIP=-9.89, Synergy_Bliss=-3.11, Synergy_Loewe=-0.348, Synergy_HSA=2.64. (4) Drug 1: CC12CCC3C(C1CCC2OP(=O)(O)O)CCC4=C3C=CC(=C4)OC(=O)N(CCCl)CCCl.[Na+]. Drug 2: N.N.Cl[Pt+2]Cl. Cell line: HCT116. Synergy scores: CSS=68.0, Synergy_ZIP=-5.31, Synergy_Bliss=-2.32, Synergy_Loewe=0.550, Synergy_HSA=5.53. (5) Drug 1: CC1=C(C(CCC1)(C)C)C=CC(=CC=CC(=CC(=O)O)C)C. Drug 2: CC1=C2C(C(=O)C3(C(CC4C(C3C(C(C2(C)C)(CC1OC(=O)C(C(C5=CC=CC=C5)NC(=O)OC(C)(C)C)O)O)OC(=O)C6=CC=CC=C6)(CO4)OC(=O)C)O)C)O. Cell line: MOLT-4. Synergy scores: CSS=41.7, Synergy_ZIP=31.3, Synergy_Bliss=34.2, Synergy_Loewe=24.4, Synergy_HSA=26.7. (6) Drug 1: C1=CC(=C2C(=C1NCCNCCO)C(=O)C3=C(C=CC(=C3C2=O)O)O)NCCNCCO. Drug 2: CCCCCOC(=O)NC1=NC(=O)N(C=C1F)C2C(C(C(O2)C)O)O. Cell line: SK-MEL-2. Synergy scores: CSS=54.3, Synergy_ZIP=-2.85, Synergy_Bliss=-5.25, Synergy_Loewe=-45.4, Synergy_HSA=-4.75. (7) Drug 1: C1=CC(=CC=C1CCC2=CNC3=C2C(=O)NC(=N3)N)C(=O)NC(CCC(=O)O)C(=O)O. Drug 2: COC1=C2C(=CC3=C1OC=C3)C=CC(=O)O2. Cell line: OVCAR-8. Synergy scores: CSS=44.3, Synergy_ZIP=16.9, Synergy_Bliss=15.6, Synergy_Loewe=-2.04, Synergy_HSA=15.2. (8) Drug 1: C1C(C(OC1N2C=NC3=C(N=C(N=C32)Cl)N)CO)O. Drug 2: CC1C(C(CC(O1)OC2CC(CC3=C2C(=C4C(=C3O)C(=O)C5=CC=CC=C5C4=O)O)(C(=O)C)O)N)O. Cell line: PC-3. Synergy scores: CSS=56.6, Synergy_ZIP=-0.571, Synergy_Bliss=2.39, Synergy_Loewe=-6.04, Synergy_HSA=6.25.